From a dataset of Forward reaction prediction with 1.9M reactions from USPTO patents (1976-2016). Predict the product of the given reaction. (1) Given the reactants [CH2:1]([C@@:4]1([CH3:41])[CH2:9][C@H:8]([C:10]2[CH:15]=[CH:14][CH:13]=[C:12]([Cl:16])[CH:11]=2)[C@@H:7]([C:17]2[CH:22]=[CH:21][C:20]([Cl:23])=[CH:19][CH:18]=2)[N:6]([C@H:24]([CH:27]([OH:39])[CH2:28][CH2:29][CH2:30][O:31][Si](C(C)(C)C)(C)C)[CH2:25][CH3:26])[C:5]1=[O:40])[CH:2]=[CH2:3].[F-].C([N+](CCCC)(CCCC)CCCC)CCC, predict the reaction product. The product is: [CH2:1]([C@@:4]1([CH3:41])[CH2:9][C@H:8]([C:10]2[CH:15]=[CH:14][CH:13]=[C:12]([Cl:16])[CH:11]=2)[C@@H:7]([C:17]2[CH:18]=[CH:19][C:20]([Cl:23])=[CH:21][CH:22]=2)[N:6]([C@H:24]([CH:27]([OH:39])[CH2:28][CH2:29][CH2:30][OH:31])[CH2:25][CH3:26])[C:5]1=[O:40])[CH:2]=[CH2:3]. (2) Given the reactants [Cl:1][C:2]1[CH:3]=[N:4][C:5]2[N:6]([N:8]=[C:9]([C:11]([OH:13])=O)[CH:10]=2)[CH:7]=1.[F:14][C:15]1[C:20]([C:21]2[CH:30]=[CH:29][CH:28]=[C:27]3[C:22]=2[CH2:23][CH2:24][NH:25][CH:26]3[CH3:31])=[CH:19][CH:18]=[CH:17][N:16]=1, predict the reaction product. The product is: [Cl:1][C:2]1[CH:3]=[N:4][C:5]2[N:6]([N:8]=[C:9]([C:11]([N:25]3[CH2:24][CH2:23][C:22]4[C:27](=[CH:28][CH:29]=[CH:30][C:21]=4[C:20]4[C:15]([F:14])=[N:16][CH:17]=[CH:18][CH:19]=4)[CH:26]3[CH3:31])=[O:13])[CH:10]=2)[CH:7]=1. (3) Given the reactants [F:1][CH:2]([F:18])[C:3]1[CH:8]=[CH:7][CH:6]=[CH:5][C:4]=1B1OC(C)(C)C(C)(C)O1.Cl[C:20]1[CH:21]=[C:22]([N:26]2[CH2:31][CH2:30][N:29]([C:32](=[O:39])[CH:33]([OH:38])[CH2:34][CH:35]([CH3:37])[CH3:36])[CH2:28][CH2:27]2)[CH:23]=[CH:24][CH:25]=1.C([O-])([O-])=O.[K+].[K+], predict the reaction product. The product is: [F:18][CH:2]([F:1])[C:3]1[CH:8]=[CH:7][CH:6]=[CH:5][C:4]=1[C:20]1[CH:25]=[CH:24][CH:23]=[C:22]([N:26]2[CH2:27][CH2:28][N:29]([C:32](=[O:39])[C@H:33]([OH:38])[CH2:34][CH:35]([CH3:36])[CH3:37])[CH2:30][CH2:31]2)[CH:21]=1. (4) Given the reactants Br[C:2]1[CH:3]=[CH:4][C:5]([Cl:20])=[C:6]([CH2:8][C:9]2[S:10][C:11]([C:14]3[CH:19]=[CH:18][CH:17]=[CH:16][CH:15]=3)=[CH:12][CH:13]=2)[CH:7]=1.C([Li])CCC.[CH2:26]([O:33][C@@H:34]1[C@@H:40]([O:41][CH2:42][C:43]2[CH:48]=[CH:47][CH:46]=[CH:45][CH:44]=2)[C@H:39]([F:49])[C@@H:38]([CH2:50][O:51][CH2:52][C:53]2[CH:58]=[CH:57][CH:56]=[CH:55][CH:54]=2)[O:37][C:35]1=[O:36])[C:27]1[CH:32]=[CH:31][CH:30]=[CH:29][CH:28]=1.[Cl-].[NH4+], predict the reaction product. The product is: [Cl:20][C:5]1[CH:4]=[CH:3][C:2]([C:35]2([OH:36])[O:37][C@H:38]([CH2:50][O:51][CH2:52][C:53]3[CH:58]=[CH:57][CH:56]=[CH:55][CH:54]=3)[C@@H:39]([F:49])[C@H:40]([O:41][CH2:42][C:43]3[CH:48]=[CH:47][CH:46]=[CH:45][CH:44]=3)[C@H:34]2[O:33][CH2:26][C:27]2[CH:32]=[CH:31][CH:30]=[CH:29][CH:28]=2)=[CH:7][C:6]=1[CH2:8][C:9]1[S:10][C:11]([C:14]2[CH:19]=[CH:18][CH:17]=[CH:16][CH:15]=2)=[CH:12][CH:13]=1. (5) Given the reactants CS(O[CH2:6][CH2:7][CH2:8][N:9]1[C:17]2[CH:16]=[CH:15][N:14]=[C:13]([NH2:18])[C:12]=2[N:11]=[C:10]1[S:19][C:20]1[CH:25]=[C:24]([O:26][CH3:27])[CH:23]=[CH:22][C:21]=1[I:28])(=O)=O.BrC1C(SC2[N:41](CCCNC(C)C)[C:42]3[CH:47]=CN=C(N)[C:43]=3N=2)=CC2OCOC=2C=1, predict the reaction product. The product is: [I:28][C:21]1[CH:22]=[CH:23][C:24]([O:26][CH3:27])=[CH:25][C:20]=1[S:19][C:10]1[N:9]([CH2:8][CH2:7][CH2:6][NH:41][CH:42]([CH3:47])[CH3:43])[C:17]2[CH:16]=[CH:15][N:14]=[C:13]([NH2:18])[C:12]=2[N:11]=1. (6) Given the reactants [CH3:1][O:2][CH2:3][CH2:4]Br.[C:6]([O:10][C:11]([N:13]1[CH2:18][CH2:17][NH:16][CH2:15][CH2:14]1)=[O:12])([CH3:9])([CH3:8])[CH3:7].C(=O)([O-])[O-].[K+].[K+], predict the reaction product. The product is: [C:6]([O:10][C:11]([N:13]1[CH2:18][CH2:17][N:16]([CH2:4][CH2:3][O:2][CH3:1])[CH2:15][CH2:14]1)=[O:12])([CH3:9])([CH3:7])[CH3:8]. (7) The product is: [O:26]=[C:22]1[CH2:23][CH2:24][CH2:25][N:21]1[C:16]1[CH:17]=[CH:18][C:12]2[O:11][C:10]([C:6]3[CH:5]=[C:4]([CH:9]=[CH:8][CH:7]=3)[C:3]([OH:2])=[O:20])=[N:14][C:13]=2[CH:15]=1. Given the reactants C[O:2][C:3](=[O:20])[C:4]1[CH:9]=[CH:8][CH:7]=[C:6]([C:10]2[O:11][C:12]3[CH:18]=[CH:17][C:16](Br)=[CH:15][C:13]=3[N:14]=2)[CH:5]=1.[NH:21]1[CH2:25][CH2:24][CH2:23][C:22]1=[O:26].C([O-])([O-])=O.[K+].[K+].C1(C)C=CC=CC=1, predict the reaction product. (8) Given the reactants ClC1C(NC2N=C3C(N(C)C(=O)CCN3C3CCCC3)=CN=2)=CC(F)=C(C=1)C(O)=O.[Cl:31][C:32]1[C:33]([F:65])=[C:34]([CH:42]=[C:43]([Cl:64])[C:44]=1[NH:45][C:46]1[N:56]=[C:55]2[C:49]([N:50]([CH3:63])[C:51](=[O:62])[CH2:52][CH2:53][N:54]2[CH:57]2[CH2:61][CH2:60][CH2:59][CH2:58]2)=[CH:48][N:47]=1)[C:35]([O:37]C(C)(C)C)=[O:36], predict the reaction product. The product is: [Cl:31][C:32]1[C:33]([F:65])=[C:34]([CH:42]=[C:43]([Cl:64])[C:44]=1[NH:45][C:46]1[N:56]=[C:55]2[C:49]([N:50]([CH3:63])[C:51](=[O:62])[CH2:52][CH2:53][N:54]2[CH:57]2[CH2:61][CH2:60][CH2:59][CH2:58]2)=[CH:48][N:47]=1)[C:35]([OH:37])=[O:36].